The task is: Predict the reactants needed to synthesize the given product.. This data is from Full USPTO retrosynthesis dataset with 1.9M reactions from patents (1976-2016). (1) The reactants are: [Br:1][C:2]1[C:11]([CH2:12]Cl)=[C:10]2[C:5]([NH:6][C:7]([CH3:17])([CH3:16])[C:8](=[O:15])[N:9]2[CH3:14])=[CH:4][CH:3]=1.[F:18][C:19]1[CH:20]=[CH:21][C:22]([CH3:26])=[C:23]([OH:25])[CH:24]=1.C(=O)([O-])[O-].[K+].[K+].C(OCC)(=O)C. Given the product [Br:1][C:2]1[C:11]([CH2:12][O:25][C:23]2[CH:24]=[C:19]([F:18])[CH:20]=[CH:21][C:22]=2[CH3:26])=[C:10]2[C:5]([NH:6][C:7]([CH3:17])([CH3:16])[C:8](=[O:15])[N:9]2[CH3:14])=[CH:4][CH:3]=1, predict the reactants needed to synthesize it. (2) The reactants are: [CH3:1][S:2]([CH2:5][CH2:6][O:7][C:8]1[CH:13]=[CH:12][C:11]([N+:14]([O-])=O)=[CH:10][CH:9]=1)(=[O:4])=[O:3].[Cl-].[NH4+]. Given the product [CH3:1][S:2]([CH2:5][CH2:6][O:7][C:8]1[CH:13]=[CH:12][C:11]([NH2:14])=[CH:10][CH:9]=1)(=[O:3])=[O:4], predict the reactants needed to synthesize it. (3) Given the product [C:1]([C:18]1[CH:17]=[C:16]([C:7]2[CH:6]=[C:5]([C:1]([CH3:3])([CH3:4])[CH3:2])[C:10]([OH:11])=[CH:9][CH:8]=2)[CH:21]=[CH:20][C:19]=1[C:22]([OH:24])=[O:23])([CH3:4])([CH3:3])[CH3:2], predict the reactants needed to synthesize it. The reactants are: [C:1]([C:5]1[CH:6]=[C:7]([C:16]2[CH:21]=[CH:20][C:19]([C:22]([O:24]CC)=[O:23])=[CH:18][CH:17]=2)[CH:8]=[C:9](C(C)(C)C)[C:10]=1[OH:11])([CH3:4])([CH3:3])[CH3:2]. (4) Given the product [C:1]1([C:7]2[O:8][C:9]([C:27]([F:28])([F:29])[F:30])=[C:10]([C:12]([NH:14][C:15]3[CH:20]=[CH:19][C:18]([N:21]4[CH2:26][CH2:25][N:24]([C:32]([O:34][CH:35]5[CH2:39][CH2:38][CH2:37][CH2:36]5)=[O:33])[CH2:23][CH2:22]4)=[N:17][CH:16]=3)=[O:13])[N:11]=2)[CH:2]=[CH:3][CH:4]=[CH:5][CH:6]=1, predict the reactants needed to synthesize it. The reactants are: [C:1]1([C:7]2[O:8][C:9]([C:27]([F:30])([F:29])[F:28])=[C:10]([C:12]([NH:14][C:15]3[CH:16]=[N:17][C:18]([N:21]4[CH2:26][CH2:25][NH:24][CH2:23][CH2:22]4)=[CH:19][CH:20]=3)=[O:13])[N:11]=2)[CH:6]=[CH:5][CH:4]=[CH:3][CH:2]=1.Cl[C:32]([O:34][CH:35]1[CH2:39][CH2:38][CH2:37][CH2:36]1)=[O:33].